This data is from Catalyst prediction with 721,799 reactions and 888 catalyst types from USPTO. The task is: Predict which catalyst facilitates the given reaction. (1) Reactant: Cl[C:2]1[NH:11][C:10]2[C:9](=[O:12])[N:7]([CH3:8])[C:6](=[O:13])[N:5]([CH3:14])[C:4]=2[N:3]=1.[N:15]1([C:21]([O:23][C:24]([CH3:27])([CH3:26])[CH3:25])=[O:22])[CH2:20][CH2:19][NH:18][CH2:17][CH2:16]1.O. Product: [CH3:8][N:7]1[C:9](=[O:12])[C:10]2[NH:11][C:2]([N:18]3[CH2:17][CH2:16][N:15]([C:21]([O:23][C:24]([CH3:27])([CH3:26])[CH3:25])=[O:22])[CH2:20][CH2:19]3)=[N:3][C:4]=2[N:5]([CH3:14])[C:6]1=[O:13]. The catalyst class is: 13. (2) Product: [CH2:1]([O:3][C:4](=[O:15])[CH:5]([C:6]1[CH:11]=[CH:10][C:9]([O:12][CH3:13])=[C:8]([N:14]=[CH:16][C:17]2[CH:22]=[CH:21][CH:20]=[CH:19][CH:18]=2)[CH:7]=1)[CH2:39][C:38]1[CH:41]=[CH:42][C:35]([N+:32]([O-:34])=[O:33])=[CH:36][CH:37]=1)[CH3:2]. Reactant: [CH2:1]([O:3][C:4](=[O:15])[CH2:5][C:6]1[CH:11]=[CH:10][C:9]([O:12][CH3:13])=[C:8]([NH2:14])[CH:7]=1)[CH3:2].[CH:16](=O)[C:17]1[CH:22]=[CH:21][CH:20]=[CH:19][CH:18]=1.C([N-]C(C)C)(C)C.[Li+].[N+:32]([C:35]1[CH:42]=[CH:41][C:38]([CH2:39]Br)=[CH:37][CH:36]=1)([O-:34])=[O:33]. The catalyst class is: 359. (3) Reactant: Cl[C:2]1[N:7]=[CH:6][C:5]([Br:8])=[CH:4][N:3]=1.[F:9][C:10]([F:19])([F:18])[C:11]1[CH:12]=[C:13]([CH:15]=[CH:16][CH:17]=1)[NH2:14].C(OC1C=CC(C=O)=CC=1)C1C=CC=CC=1. Product: [F:9][C:10]([F:18])([F:19])[C:11]1[CH:12]=[C:13]([NH:14][C:2]2[N:7]=[CH:6][C:5]([Br:8])=[CH:4][N:3]=2)[CH:15]=[CH:16][CH:17]=1. The catalyst class is: 51.